Dataset: Reaction yield outcomes from USPTO patents with 853,638 reactions. Task: Predict the reaction yield, written as a fraction of the theoretical maximum amount of product (1.0 means a 100% yield; for example, 0.34 means a 34% yield). (1) The reactants are [CH3:1][S:2]([C:5]1[CH:6]=[C:7]2[C:11](=[CH:12][CH:13]=1)[NH:10][CH2:9][CH2:8]2)(=[O:4])=[O:3]. The catalyst is C(Cl)Cl.O=[Mn]=O. The product is [CH3:1][S:2]([C:5]1[CH:6]=[C:7]2[C:11](=[CH:12][CH:13]=1)[NH:10][CH:9]=[CH:8]2)(=[O:4])=[O:3]. The yield is 1.00. (2) The reactants are [Cl:1][C:2]1[CH:3]=[CH:4][C:5]([NH:8][C:9]([C:11]2[CH:16]=[C:15]([Cl:17])[CH:14]=[CH:13][C:12]=2[NH:18][C:19]([C:21]2[CH:26]=[CH:25][C:24]([S:27]([CH3:38])(=[N:29][C:30]([CH:32]3[CH2:37][CH2:36][NH:35][CH2:34][CH2:33]3)=[O:31])=[O:28])=[CH:23][CH:22]=2)=[O:20])=[O:10])=[N:6][CH:7]=1.[C:39](Cl)(=[O:41])[CH3:40]. No catalyst specified. The product is [Cl:1][C:2]1[CH:3]=[CH:4][C:5]([NH:8][C:9]([C:11]2[CH:16]=[C:15]([Cl:17])[CH:14]=[CH:13][C:12]=2[NH:18][C:19]([C:21]2[CH:22]=[CH:23][C:24]([S:27]([CH3:38])(=[N:29][C:30]([CH:32]3[CH2:37][CH2:36][N:35]([C:39](=[O:41])[CH3:40])[CH2:34][CH2:33]3)=[O:31])=[O:28])=[CH:25][CH:26]=2)=[O:20])=[O:10])=[N:6][CH:7]=1. The yield is 0.870. (3) The reactants are [CH3:1][O:2][C:3]1[CH:4]=[C:5]2[C:9](=[CH:10][CH:11]=1)[NH:8][CH:7]=[CH:6]2.I[C:13]1[CH:14]=[C:15]([CH3:20])[CH:16]=[C:17]([CH3:19])[CH:18]=1.[O-]P([O-])([O-])=O.[K+].[K+].[K+].[C@@H]1(N)CCCC[C@H]1N. The catalyst is [Cu]I.CCCCCC.C(OCC)(=O)C.O1CCOCC1. The product is [CH3:20][C:15]1[CH:14]=[C:13]([N:8]2[C:9]3[C:5](=[CH:4][C:3]([O:2][CH3:1])=[CH:11][CH:10]=3)[CH:6]=[CH:7]2)[CH:18]=[C:17]([CH3:19])[CH:16]=1. The yield is 1.00. (4) The reactants are [Cl:1][C:2]1[CH:10]=[C:9]2[C:5]([C:6]([C:11](=[O:16])C(F)(F)F)=[CH:7][NH:8]2)=[CH:4][CH:3]=1.C(=O)([O-])[O-].[K+].[K+].Br[CH2:24][CH:25]1[CH2:30][CH2:29][CH2:28][CH2:27][CH2:26]1.[OH-:31].[Na+]. The catalyst is CN(C)C=O. The product is [Cl:1][C:2]1[CH:10]=[C:9]2[C:5]([C:6]([C:11]([OH:16])=[O:31])=[CH:7][N:8]2[CH2:24][CH:25]2[CH2:30][CH2:29][CH2:28][CH2:27][CH2:26]2)=[CH:4][CH:3]=1. The yield is 0.700. (5) The reactants are C[O:2][C:3]([C:5]1[CH:26]=[CH:25][C:8]2[C:9]3[N:10]=[C:11]([C:17]4[N:21]([CH:22]([CH3:24])[CH3:23])[CH:20]=[N:19][N:18]=4)[S:12][C:13]=3[CH2:14][CH2:15][O:16][C:7]=2[CH:6]=1)=[O:4].[OH-].[Li+].Cl. The catalyst is C1COCC1.O. The product is [CH:22]([N:21]1[CH:20]=[N:19][N:18]=[C:17]1[C:11]1[S:12][C:13]2[CH2:14][CH2:15][O:16][C:7]3[CH:6]=[C:5]([C:3]([OH:4])=[O:2])[CH:26]=[CH:25][C:8]=3[C:9]=2[N:10]=1)([CH3:24])[CH3:23]. The yield is 0.950. (6) The reactants are [CH3:1][O:2][C:3]1[CH:12]=[CH:11][C:6]2[CH:7]=[C:8]([CH3:10])[O:9][C:5]=2[CH:4]=1.[C:13](Cl)(=[O:17])C(Cl)=O.[Al+3].[Cl-].[Cl-].[Cl-].[CH:23]([NH2:26])([CH3:25])[CH3:24]. The yield is 0.710. No catalyst specified. The product is [CH:23]([NH:26][C:13]([C:7]1[C:6]2[CH:11]=[CH:12][C:3]([O:2][CH3:1])=[CH:4][C:5]=2[O:9][C:8]=1[CH3:10])=[O:17])([CH3:25])[CH3:24]. (7) The reactants are [Cl:1][C:2]1[S:3][C:4]([C:9]([O:11][CH2:12][CH3:13])=[O:10])=[C:5]([CH2:7][OH:8])[N:6]=1.C([OH:17])(C)C. The catalyst is CC(C)=O.S(=O)(=O)(O)O.O.[O-2].[O-2].[O-2].[Cr+6]. The product is [Cl:1][C:2]1[S:3][C:4]([C:9]([O:11][CH2:12][CH3:13])=[O:10])=[C:5]([C:7]([OH:17])=[O:8])[N:6]=1. The yield is 0.900. (8) The reactants are [F:1][C:2]1[CH:23]=[CH:22][C:5]([CH2:6][C:7]2([CH:20]=O)[CH2:12][CH2:11][N:10]([C:13]([O:15][C:16]([CH3:19])([CH3:18])[CH3:17])=[O:14])[CH2:9][CH2:8]2)=[CH:4][CH:3]=1.[C:24]1([C@@H:30]2[CH2:32][C@H:31]2[NH2:33])[CH:29]=[CH:28][CH:27]=[CH:26][CH:25]=1.C(O)(=O)C.C(O[BH-](OC(=O)C)OC(=O)C)(=O)C.[Na+]. The catalyst is ClCCCl.C(Cl)Cl. The product is [F:1][C:2]1[CH:23]=[CH:22][C:5]([CH2:6][C:7]2([CH2:20][NH:33][C@@H:31]3[CH2:32][C@H:30]3[C:24]3[CH:29]=[CH:28][CH:27]=[CH:26][CH:25]=3)[CH2:12][CH2:11][N:10]([C:13]([O:15][C:16]([CH3:19])([CH3:18])[CH3:17])=[O:14])[CH2:9][CH2:8]2)=[CH:4][CH:3]=1. The yield is 0.870.